Dataset: Forward reaction prediction with 1.9M reactions from USPTO patents (1976-2016). Task: Predict the product of the given reaction. (1) Given the reactants [CH3:1][C:2]1[N:3]([C:31]2[CH:42]=[CH:41][C:34]([O:35][CH:36]([CH3:40])[C:37]([NH2:39])=O)=[CH:33][CH:32]=2)[C:4](=[O:30])[C:5]([CH2:11][C:12]2[CH:17]=[CH:16][C:15]([C:18]3[CH:23]=[CH:22][CH:21]=[CH:20][C:19]=3[C:24]3[NH:28][C:27](=[O:29])[O:26][N:25]=3)=[CH:14][CH:13]=2)=[C:6]([CH2:8][CH2:9][CH3:10])[N:7]=1.C(N(CC)CC)C.FC(F)(F)C(OC(=O)C(F)(F)F)=O.C(OCC)(=O)C, predict the reaction product. The product is: [CH3:1][C:2]1[N:3]([C:31]2[CH:32]=[CH:33][C:34]([O:35][CH:36]([CH3:40])[C:37]#[N:39])=[CH:41][CH:42]=2)[C:4](=[O:30])[C:5]([CH2:11][C:12]2[CH:13]=[CH:14][C:15]([C:18]3[CH:23]=[CH:22][CH:21]=[CH:20][C:19]=3[C:24]3[NH:28][C:27](=[O:29])[O:26][N:25]=3)=[CH:16][CH:17]=2)=[C:6]([CH2:8][CH2:9][CH3:10])[N:7]=1. (2) Given the reactants Br[C:2]1[N:3]=[C:4]2[C:9]([NH:10][C@H:11]3[C@@H:15]([CH2:16][F:17])[CH2:14][N:13]([C:18]([O:20][C:21]([CH3:24])([CH3:23])[CH3:22])=[O:19])[CH2:12]3)=[C:8]([C:25](=[O:27])[NH2:26])[CH:7]=[N:6][N:5]2[CH:28]=1.[CH2:29]([N:31]1[CH:35]=[C:34](B2OC(C)(C)C(C)(C)O2)[CH:33]=[N:32]1)[CH3:30].[O-]P([O-])([O-])=O.[K+].[K+].[K+], predict the reaction product. The product is: [C:25]([C:8]1[CH:7]=[N:6][N:5]2[CH:28]=[C:2]([C:34]3[CH:33]=[N:32][N:31]([CH2:29][CH3:30])[CH:35]=3)[N:3]=[C:4]2[C:9]=1[NH:10][C@H:11]1[C@@H:15]([CH2:16][F:17])[CH2:14][N:13]([C:18]([O:20][C:21]([CH3:23])([CH3:24])[CH3:22])=[O:19])[CH2:12]1)(=[O:27])[NH2:26]. (3) Given the reactants [C:1]1([CH2:7][C:8]([OH:10])=O)[CH:6]=[CH:5][CH:4]=[CH:3][CH:2]=1.[CH2:11]([NH2:15])[CH2:12][CH2:13][CH3:14], predict the reaction product. The product is: [CH2:11]([NH:15][C:8](=[O:10])[CH2:7][C:1]1[CH:2]=[CH:3][CH:4]=[CH:5][CH:6]=1)[CH2:12][CH2:13][CH3:14]. (4) Given the reactants S([O-])([O-])=O.[Na+:5].[Na+].[F:7][C:8]([F:25])([F:24])[C:9]1[CH:14]=[CH:13][C:12]([C:15]2[CH:16]=[C:17]([S:20](Cl)(=[O:22])=[O:21])[S:18][CH:19]=2)=[CH:11][CH:10]=1.C(=O)(O)[O-].[Na+].C(OCC)(=O)C.CCCCCC, predict the reaction product. The product is: [Na+:5].[F:25][C:8]([F:7])([F:24])[C:9]1[CH:10]=[CH:11][C:12]([C:15]2[CH:16]=[C:17]([S:20]([O-:22])=[O:21])[S:18][CH:19]=2)=[CH:13][CH:14]=1. (5) Given the reactants [C:1]([O:7][C@H:8]([CH3:25])[CH2:9][NH:10][C:11]([C@@H:13]([CH2:22][CH:23]=[CH2:24])[CH2:14][C:15]([O:17]C(C)(C)C)=O)=[O:12])(=[O:6])[CH2:2][CH2:3]C=C.C[C@@H]1CNC(=O)[C@H](CC(OC(C)(C)C)=O)CC=CCCC(=O)O1.FC(F)(F)C(O)=O.C[C@@H]1CNC(=O)[C@H](CC(O)=O)CC=CCCC(=O)O1.[Cl:75][C:76]1[CH:81]=[CH:80][C:79]([CH2:82][NH2:83])=[CH:78][CH:77]=1, predict the reaction product. The product is: [Cl:75][C:76]1[CH:81]=[CH:80][C:79]([CH2:82][NH:83][C:15](=[O:17])[CH2:14][C@@H:13]2[CH2:22][CH:23]=[CH:24][CH2:3][CH2:2][C:1](=[O:6])[O:7][C@H:8]([CH3:25])[CH2:9][NH:10][C:11]2=[O:12])=[CH:78][CH:77]=1. (6) Given the reactants [NH2:1][CH:2]1[CH2:11][C:10]2[C:9]([C:12]([NH2:14])=[O:13])=[CH:8][CH:7]=[C:6]([F:15])[C:5]=2[O:4][CH2:3]1.C(N(CC)C(C)C)(C)C.Br[CH2:26][CH2:27][C:28]1[C:32]2[CH:33]=[CH:34][CH:35]=[C:36]([O:37][CH3:38])[C:31]=2[O:30][CH:29]=1.[OH-].[Na+], predict the reaction product. The product is: [F:15][C:6]1[C:5]2[O:4][CH2:3][CH:2]([NH:1][CH2:26][CH2:27][C:28]3[C:32]4[CH:33]=[CH:34][CH:35]=[C:36]([O:37][CH3:38])[C:31]=4[O:30][CH:29]=3)[CH2:11][C:10]=2[C:9]([C:12]([NH2:14])=[O:13])=[CH:8][CH:7]=1. (7) Given the reactants [O:1]1[C:5]2[CH:6]=[CH:7][CH:8]=[CH:9][C:4]=2[CH:3]=[C:2]1[C:10](=O)[CH2:11][C:12]([O:14]CC)=O.[N:18]1[CH:23]=[CH:22][CH:21]=[CH:20][C:19]=1[C:24]1[CH:25]=[N:26][NH:27][C:28]=1[NH2:29], predict the reaction product. The product is: [O:1]1[C:5]2[CH:6]=[CH:7][CH:8]=[CH:9][C:4]=2[CH:3]=[C:2]1[C:10]1[NH:29][C:28]2[N:27]([N:26]=[CH:25][C:24]=2[C:19]2[CH:20]=[CH:21][CH:22]=[CH:23][N:18]=2)[C:12](=[O:14])[CH:11]=1. (8) Given the reactants Cl[C:2]1[N:7]=[C:6]([NH:8][C:9]2[CH:14]=[CH:13][CH:12]=[C:11]([OH:15])[CH:10]=2)[C:5]([F:16])=[CH:4][N:3]=1.[Cl:17][C:18]1[C:24]([O:25][CH3:26])=[CH:23][C:21]([NH2:22])=[C:20]([O:27][CH3:28])[CH:19]=1, predict the reaction product. The product is: [Cl:17][C:18]1[C:24]([O:25][CH3:26])=[CH:23][C:21]([NH:22][C:2]2[N:7]=[C:6]([NH:8][C:9]3[CH:14]=[CH:13][CH:12]=[C:11]([OH:15])[CH:10]=3)[C:5]([F:16])=[CH:4][N:3]=2)=[C:20]([O:27][CH3:28])[CH:19]=1. (9) The product is: [C:1]([O:5][C:6]([N:8]1[CH2:13][CH2:12][N:11]([CH2:14][C:16]2[CH:21]=[C:20]([C:22]3[CH:27]=[CH:26][C:25]([O:28][CH2:29][O:30][CH3:31])=[CH:24][CH:23]=3)[N:19]=[C:18]3[N:32]([CH:36]4[CH2:41][CH2:40][CH2:39][CH2:38][O:37]4)[N:33]=[C:34]([CH3:35])[C:17]=23)[C@H:10]([CH2:42][C:43]([F:44])([F:45])[F:46])[CH2:9]1)=[O:7])([CH3:4])([CH3:2])[CH3:3]. Given the reactants [C:1]([O:5][C:6]([N:8]1[CH2:13][CH2:12][N:11]([C:14]([C:16]2[C:17]3[C:34]([CH3:35])=[N:33][N:32]([CH:36]4[CH2:41][CH2:40][CH2:39][CH2:38][O:37]4)[C:18]=3[N:19]=[C:20]([C:22]3[CH:27]=[CH:26][C:25]([O:28][CH2:29][O:30][CH3:31])=[CH:24][CH:23]=3)[CH:21]=2)=O)[C@H:10]([CH2:42][C:43]([F:46])([F:45])[F:44])[CH2:9]1)=[O:7])([CH3:4])([CH3:3])[CH3:2].B.CSC, predict the reaction product.